From a dataset of Merck oncology drug combination screen with 23,052 pairs across 39 cell lines. Regression. Given two drug SMILES strings and cell line genomic features, predict the synergy score measuring deviation from expected non-interaction effect. (1) Drug 1: CCC1(O)C(=O)OCc2c1cc1n(c2=O)Cc2cc3c(CN(C)C)c(O)ccc3nc2-1. Drug 2: Cn1c(=O)n(-c2ccc(C(C)(C)C#N)cc2)c2c3cc(-c4cnc5ccccc5c4)ccc3ncc21. Cell line: SKMEL30. Synergy scores: synergy=23.5. (2) Drug 1: NC(=O)c1cccc2cn(-c3ccc(C4CCCNC4)cc3)nc12. Drug 2: NC1(c2ccc(-c3nc4ccn5c(=O)[nH]nc5c4cc3-c3ccccc3)cc2)CCC1. Cell line: HCT116. Synergy scores: synergy=11.2. (3) Drug 1: O=C(CCCCCCC(=O)Nc1ccccc1)NO. Drug 2: Nc1ccn(C2OC(CO)C(O)C2(F)F)c(=O)n1. Cell line: MDAMB436. Synergy scores: synergy=11.3. (4) Drug 1: COc1cccc2c1C(=O)c1c(O)c3c(c(O)c1C2=O)CC(O)(C(=O)CO)CC3OC1CC(N)C(O)C(C)O1. Drug 2: NC(=O)c1cccc2cn(-c3ccc(C4CCCNC4)cc3)nc12. Cell line: NCIH1650. Synergy scores: synergy=9.08.